Dataset: Drug-target binding data from BindingDB using Ki measurements. Task: Regression. Given a target protein amino acid sequence and a drug SMILES string, predict the binding affinity score between them. We predict pKi (pKi = -log10(Ki in M); higher means stronger inhibition). Dataset: bindingdb_ki. (1) The compound is CC(N)C(=O)OC(C)(C)Cc1ccc(Cl)cc1. The target protein sequence is FDLSLWACIAGTVLLVGLLVYLLNWLNPPRLQMGSMTSTTLYNSMWFVYGSFVQQGGEVPYTTLATRMMMGAWWLFALIVISSYTANLAAFLTISRIESSIQSLQDLSRQTDIPYGTVFDSAVYEHVRVKGMNPFERDSMYSQMWRMINRSNGSENNVQESLEGIQKV. The pKi is 5.0. (2) The compound is COc1cccc2c1CC[C@H]1CN(CCn3c(=O)[nH]c4cccc(C)c4c3=O)C[C@@H]21. The target protein (P23944) has sequence MTFRDILSVTFEGPRSSSSTGGSGAGGGAGTVGPEGGAVGGVPGATGGGAVVGTGSGEDNQSSTGEPGAAASGEVNGSAAVGGLVVSAQGVGVGVFLAAFILTAVAGNLLVILSVACNRHLQTVTNYFIVNLAVADLLLSAAVLPFSATMEVLGFWAFGRTFCDVWAAVDVLCCTASILSLCTISVDRYVGVRHSLKYPAIMTERKAAAILALLWAVALVVSVGPLLGWKEPVPPDERFCGITEEVGYAIFSSVCSFYLPMAVIVVMYCRVYVVARSTTRSLEAGIKREPGKASEVVLRIHCRGAATSAKGYPGTQSSKGHTLRSSLSVRLLKFSREKKAAKTLAIVVGVFVLCWFPFFFVLPLGSLFPQLKPSEGVFKVIFWLGYFNSCVNPLIYPCSSREFKRAFLRLLRCQCRRRRRRLWAVYGHHWRASTGDARSDCAPSPRIAPPGAPLALTAHPGAGSADTPETQDSVSSSRKPASALREWRLLGPLQRPTTQL.... The pKi is 8.9. (3) The small molecule is C[C@](N)(CCCN)C(=O)O. The target protein (P27117) has sequence MNSFSNEEFDCHFLDEGFTAKDILDQKINEVSYSDDKDAFYVADLGDILKKHLRWLKALPRVTPFYAVKCNDSRTIVKTLAAIGTGFDCASKTEIQLVQSLGVPPERIIYANPCKQVSQIKYAANNGVQMMTFDSEVELMKVARAHPKAKLVLRIATDDSKAVCRLSVKFGATLKTSRLLLERAKELDIDVIGVSFHVGSGCTDPETFVQAISDARCVFDMGAEVGFNMYLLDIGGGFPGSEDVKLKFEEITSVINPALDKYFPSDSGVRIIAEPGRYYVASAFTLAVNIIAKKLVLKEQTGSDDEEESTDRTFMYYVNDGVYGSFNCILYDHAHVKPLLQKRPKPDEKYYSSSIWGPTCDGLDRIVERCNLPEMHVGDWMLFENMGAYTVAAASTFNGFQRPTIYYVMSGPTWQLMQQIRTQDFPPGVEEPDVGPLPVSCAWESGMKRHSAACASTRINV. The pKi is 4.7. (4) The drug is COc1ccccc1N1CCN(CCN(C(=O)C2CCCCC2)c2ccccn2)CC1. The target protein sequence is MIGILFPAGAAPKYLCTYYDIVDYLNISSHDKLHTYILPKKDLQEPVEVTMDFFLVAILSVVEKLQTVSFYFVLNLEWQNPFATWNPRDFCNISEIVLPMDTYWSPPIFFLERVNGQNPELNYVVLMHNGSFNSTRPYQVTLTCSLIILKFPFDTQMCNLSVASFLYPVTDFVMKTRRTPAEIMEDSRSFILTDGEWKFTNLSIVEFTAMMDDKGFSVVTYVISMERRPTLYVLNLILPTCALYLLDMAVLFGPSSLEEKINFQIAIILGSSMLAVILNNSLPTSSNKPPIIVVFFLGTFLLMIMAVLDTFFLLYQQRKSLRLDKVLRSFQQDPQELPKRPMGTLAKGGPQLLPPPKKAQGQGQLTKRLWQLQELDPFLPVLEKVLLFSHLFLSLIFFTVVSIKWSS. The pKi is 5.0. (5) The drug is CCCc1nn(C)c2c(=O)[nH]c(-c3cc(S(=O)(=O)N4CCN(C)CC4)ccc3OCC)nc12. The target protein (O15440) has sequence MKDIDIGKEYIIPSPGYRSVRERTSTSGTHRDREDSKFRRTRPLECQDALETAARAEGLSLDASMHSQLRILDEEHPKGKYHHGLSALKPIRTTSKHQHPVDNAGLFSCMTFSWLSSLARVAHKKGELSMEDVWSLSKHESSDVNCRRLERLWQEELNEVGPDAASLRRVVWIFCRTRLILSIVCLMITQLAGFSGPAFMVKHLLEYTQATESNLQYSLLLVLGLLLTEIVRSWSLALTWALNYRTGVRLRGAILTMAFKKILKLKNIKEKSLGELINICSNDGQRMFEAAAVGSLLAGGPVVAILGMIYNVIILGPTGFLGSAVFILFYPAMMFASRLTAYFRRKCVAATDERVQKMNEVLTYIKFIKMYAWVKAFSQSVQKIREEERRILEKAGYFQSITVGVAPIVVVIASVVTFSVHMTLGFDLTAAQAFTVVTVFNSMTFALKVTPFSVKSLSEASVAVDRFKSLFLMEEVHMIKNKPASPHIKIEMKNATLAWD.... The pKi is 5.9. (6) The compound is CNCCCN1c2ccccc2CCc2ccccc21. The target is MLLARMKPQVQPELGGADQ. The pKi is 8.1.